This data is from Forward reaction prediction with 1.9M reactions from USPTO patents (1976-2016). The task is: Predict the product of the given reaction. (1) Given the reactants [CH2:1]([N:5]1[C:9](=[O:10])[C:8](Cl)=[C:7]([C:12]2[CH:17]=[CH:16][CH:15]=[CH:14][CH:13]=2)[S:6]1(=[O:19])=[O:18])[CH2:2][CH2:3][CH3:4].[NH2:20][C:21]1[N:25]=[CH:24][NH:23][N:22]=1, predict the reaction product. The product is: [CH2:1]([N:5]1[C:9](=[O:10])[C:8]([NH:20][C:21]2[N:25]=[CH:24][NH:23][N:22]=2)=[C:7]([C:12]2[CH:17]=[CH:16][CH:15]=[CH:14][CH:13]=2)[S:6]1(=[O:19])=[O:18])[CH2:2][CH2:3][CH3:4]. (2) Given the reactants [Br:1][C:2]1[CH:3]=[C:4]([S:8]([NH:11][C:12]2[C:17]([OH:18])=[CH:16][C:15]([Cl:19])=[CH:14][N:13]=2)(=[O:10])=[O:9])[CH:5]=[N:6][CH:7]=1.Cl[C:21]1C=C(OC)C(NS(C2C=CC=C(OC(F)(F)F)C=2)(=O)=O)=NC=1, predict the reaction product. The product is: [Br:1][C:2]1[CH:3]=[C:4]([S:8]([NH:11][C:12]2[C:17]([O:18][CH3:21])=[CH:16][C:15]([Cl:19])=[CH:14][N:13]=2)(=[O:10])=[O:9])[CH:5]=[N:6][CH:7]=1. (3) Given the reactants [OH:1][C@@H:2]1[C@@H:10]([CH2:11][OH:12])[O:9][C@H:8]2[C@H:4]([N:5]=[C:6]([N:13]([CH2:21][CH2:22][CH3:23])[C:14](=[O:20])[O:15][C:16]([CH3:19])([CH3:18])[CH3:17])[S:7]2)[C@H:3]1[OH:24].C(N(CC)CC)C.[C:32]([Si:36](Cl)([CH3:38])[CH3:37])([CH3:35])([CH3:34])[CH3:33], predict the reaction product. The product is: [Si:36]([O:12][CH2:11][C@H:10]1[O:9][C@H:8]2[C@H:4]([N:5]=[C:6]([N:13]([CH2:21][CH2:22][CH3:23])[C:14](=[O:20])[O:15][C:16]([CH3:19])([CH3:17])[CH3:18])[S:7]2)[C@@H:3]([OH:24])[C@@H:2]1[OH:1])([C:32]([CH3:35])([CH3:34])[CH3:33])([CH3:38])[CH3:37]. (4) Given the reactants C([O:3][C:4]([CH:6]1[CH2:11][CH2:10][N:9]([C:12]2[CH:17]=[CH:16][C:15]([C:18](=[O:20])[CH3:19])=[CH:14][N:13]=2)[CH2:8][CH2:7]1)=[O:5])C.O[Li].O, predict the reaction product. The product is: [C:18]([C:15]1[CH:16]=[CH:17][C:12]([N:9]2[CH2:8][CH2:7][CH:6]([C:4]([OH:5])=[O:3])[CH2:11][CH2:10]2)=[N:13][CH:14]=1)(=[O:20])[CH3:19].